Dataset: Catalyst prediction with 721,799 reactions and 888 catalyst types from USPTO. Task: Predict which catalyst facilitates the given reaction. Reactant: Br[C:2]1[CH:7]=[C:6]([F:8])[CH:5]=[C:4]([Cl:9])[CH:3]=1.[Mg].II.[CH2:13]([N:20]1[CH2:24][CH2:23][C:22](=[O:25])[CH2:21]1)[C:14]1[CH:19]=[CH:18][CH:17]=[CH:16][CH:15]=1.[Cl-].[NH4+]. Product: [CH2:13]([N:20]1[CH2:24][CH2:23][C:22]([C:2]2[CH:7]=[C:6]([F:8])[CH:5]=[C:4]([Cl:9])[CH:3]=2)([OH:25])[CH2:21]1)[C:14]1[CH:15]=[CH:16][CH:17]=[CH:18][CH:19]=1. The catalyst class is: 7.